Dataset: Forward reaction prediction with 1.9M reactions from USPTO patents (1976-2016). Task: Predict the product of the given reaction. (1) Given the reactants C([O:5][C:6](=[O:18])[CH2:7][O:8][C:9]1[CH:14]=[CH:13][C:12]([Cl:15])=[CH:11][C:10]=1[C:16]#[CH:17])(C)(C)C.Br[C:20]1[CH:21]=[C:22]([S:26]([NH:29][CH2:30][CH2:31][OH:32])(=[O:28])=[O:27])[CH:23]=[N:24][CH:25]=1, predict the reaction product. The product is: [Cl:15][C:12]1[CH:13]=[CH:14][C:9]([O:8][CH2:7][C:6]([OH:5])=[O:18])=[C:10]([C:16]#[C:17][C:20]2[CH:25]=[N:24][CH:23]=[C:22]([S:26]([NH:29][CH2:30][CH2:31][OH:32])(=[O:28])=[O:27])[CH:21]=2)[CH:11]=1. (2) Given the reactants C(OC([N:8]1[CH2:13][CH2:12][CH:11]([C:14](=[O:43])[NH:15][C:16]2[CH:21]=[C:20]([C:22]([N:24]3[CH2:29][CH2:28][CH:27]([C:30]4[CH:35]=[CH:34][C:33]([C:36]5[CH:37]=[N:38][N:39]([CH3:41])[CH:40]=5)=[CH:32][CH:31]=4)[CH2:26][CH2:25]3)=[O:23])[CH:19]=[CH:18][C:17]=2[CH3:42])[CH2:10][CH2:9]1)=O)(C)(C)C.Cl, predict the reaction product. The product is: [CH3:42][C:17]1[CH:18]=[CH:19][C:20]([C:22]([N:24]2[CH2:29][CH2:28][CH:27]([C:30]3[CH:31]=[CH:32][C:33]([C:36]4[CH:37]=[N:38][N:39]([CH3:41])[CH:40]=4)=[CH:34][CH:35]=3)[CH2:26][CH2:25]2)=[O:23])=[CH:21][C:16]=1[NH:15][C:14]([CH:11]1[CH2:10][CH2:9][NH:8][CH2:13][CH2:12]1)=[O:43]. (3) Given the reactants [PH4+].[Li][CH2:3][CH2:4][CH2:5][CH3:6].F[C:8]1[CH:9]=[C:10]([CH:13]=[C:14](OC)[C:15]=1OC)[CH:11]=O.O1C[CH2:23][CH2:22][CH2:21]1, predict the reaction product. The product is: [C:10]1(/[CH:11]=[CH:6]\[C:5]2[CH:23]=[CH:22][CH:21]=[CH:3][CH:4]=2)[CH:13]=[CH:14][CH:15]=[CH:8][CH:9]=1. (4) Given the reactants [CH:1]1[C:6]2[C:7]3[CH:8]=[CH:9][CH:10]=[CH:11][C:12]=3[CH2:13][N:14]3[C:15](=[O:22])[C:16]4[C:21]([C:4]([C:5]=23)=[CH:3][CH:2]=1)=[CH:20][CH:19]=[CH:18][CH:17]=4.[Mn]([O-])(=O)(=O)=[O:24].[K+], predict the reaction product. The product is: [CH:1]1[C:6]2[C:7]3[CH:8]=[CH:9][CH:10]=[CH:11][C:12]=3[C:13](=[O:24])[N:14]3[C:15](=[O:22])[C:16]4[C:21]([C:4]([C:5]=23)=[CH:3][CH:2]=1)=[CH:20][CH:19]=[CH:18][CH:17]=4. (5) Given the reactants [I:1][C:2]1[CH:3]=[C:4]2[C:8](=[CH:9][CH:10]=1)[NH:7][C:6](=[O:11])[C:5]2=O.[CH3:13][N:14]([CH3:25])[C:15]1[CH:24]=[CH:23][C:18]([C:19]([NH:21][NH2:22])=[O:20])=[CH:17][CH:16]=1, predict the reaction product. The product is: [CH3:13][N:14]([CH3:25])[C:15]1[CH:16]=[CH:17][C:18]([C:19]([NH:21][N:22]=[C:5]2[C:4]3[C:8](=[CH:9][CH:10]=[C:2]([I:1])[CH:3]=3)[NH:7][C:6]2=[O:11])=[O:20])=[CH:23][CH:24]=1. (6) Given the reactants C(S[C:4]1[NH:13][C:12](=[O:14])[C:11]2[C:6](=[CH:7][C:8]([I:15])=[CH:9][CH:10]=2)[N:5]=1)C.Cl.C([OH:19])C, predict the reaction product. The product is: [I:15][C:8]1[CH:7]=[C:6]2[C:11]([C:12](=[O:14])[NH:13][C:4](=[O:19])[NH:5]2)=[CH:10][CH:9]=1. (7) Given the reactants C1(P(C2C=CC=CC=2)C2C=CC=CC=2)C=CC=CC=1.[Cl:20][C:21]1[CH:22]=[C:23]([CH:40]=[C:41]([C:45]([F:48])([F:47])[F:46])[C:42]=1[CH2:43]O)[C:24]([NH:26][CH2:27][C:28]1[CH:33]=[C:32]([Cl:34])[CH:31]=[CH:30][C:29]=1[S:35]([CH2:38][CH3:39])(=[O:37])=[O:36])=[O:25].C(Br)(Br)(Br)[Br:50], predict the reaction product. The product is: [Br:50][CH2:43][C:42]1[C:41]([C:45]([F:48])([F:47])[F:46])=[CH:40][C:23]([C:24]([NH:26][CH2:27][C:28]2[CH:33]=[C:32]([Cl:34])[CH:31]=[CH:30][C:29]=2[S:35]([CH2:38][CH3:39])(=[O:37])=[O:36])=[O:25])=[CH:22][C:21]=1[Cl:20]. (8) Given the reactants [F:1][C:2]([F:7])([F:6])[C:3]([OH:5])=[O:4].[F:8][C:9]([F:14])([F:13])[C:10]([OH:12])=[O:11].[F:15][C:16]([F:21])([F:20])[C:17]([OH:19])=[O:18].FC(F)(F)C(O)=O.[Cl:29][C:30]1[CH:31]=[N:32][C:33]2[NH:34][C:35]3[CH:36]=[N:37][CH:38]=[C:39]([CH:60]=3)[CH2:40][CH2:41][C:42]3[CH:50]=[C:46]([NH:47][C:48]=1[N:49]=2)[CH:45]=[CH:44][C:43]=3[NH:51][CH2:52][CH2:53][CH:54]1[CH2:59][CH2:58][NH:57][CH2:56][CH2:55]1.[F:61][C:62]1[CH:67]=[CH:66][CH:65]=[CH:64][C:63]=1[S:68](Cl)(=[O:70])=[O:69], predict the reaction product. The product is: [F:1][C:2]([F:7])([F:6])[C:3]([OH:5])=[O:4].[F:8][C:9]([F:14])([F:13])[C:10]([OH:12])=[O:11].[F:15][C:16]([F:21])([F:20])[C:17]([OH:19])=[O:18].[Cl:29][C:30]1[CH:31]=[N:32][C:33]2[NH:34][C:35]3[CH:36]=[N:37][CH:38]=[C:39]([CH:60]=3)[CH2:40][CH2:41][C:42]3[CH:50]=[C:46]([NH:47][C:48]=1[N:49]=2)[CH:45]=[CH:44][C:43]=3[NH:51][CH2:52][CH2:53][CH:54]1[CH2:55][CH2:56][N:57]([S:68]([C:63]2[CH:64]=[CH:65][CH:66]=[CH:67][C:62]=2[F:61])(=[O:70])=[O:69])[CH2:58][CH2:59]1. (9) Given the reactants OS(O)(=O)=O.O=P12OP3(OP(OP(O3)(O1)=O)(=O)O2)=O.[Cl:20][C:21]1[CH:22]=[C:23]([C:27]([CH3:43])([CH2:41][CH3:42])[C:28]([CH:30]([C:36]([O:38][CH2:39][CH3:40])=[O:37])[C:31](OCC)=[O:32])=[O:29])[CH:24]=[CH:25][CH:26]=1, predict the reaction product. The product is: [Cl:20][C:21]1[CH:22]=[C:23]2[C:24]([C:31]([OH:32])=[C:30]([C:36]([O:38][CH2:39][CH3:40])=[O:37])[C:28](=[O:29])[C:27]2([CH2:41][CH3:42])[CH3:43])=[CH:25][CH:26]=1. (10) Given the reactants C(O[C:6]([N:8]1[CH2:13][CH2:12][N:11]([C:14](OC(C)(C)C)=O)[CH2:10][CH:9]1[CH2:21][C:22](OC)=[O:23])=O)(C)(C)C.[H-].[H-].[H-].[H-].[Li+].[Al+3], predict the reaction product. The product is: [CH3:6][N:8]1[CH2:13][CH2:12][N:11]([CH3:14])[CH2:10][CH:9]1[CH2:21][CH2:22][OH:23].